Dataset: Forward reaction prediction with 1.9M reactions from USPTO patents (1976-2016). Task: Predict the product of the given reaction. (1) Given the reactants [CH2:1]([O:4][C:5]([C:7]1[C:8]([O:14][CH2:15][CH:16]2[CH2:23][CH2:22][C:19]3([CH2:21][CH2:20]3)[CH2:18][CH2:17]2)=[N:9][C:10](Cl)=[N:11][CH:12]=1)=[O:6])[CH:2]=[CH2:3].[C-]#N.[K+].C1N2CC[N:29](CC2)[CH2:28]1.O, predict the reaction product. The product is: [CH2:1]([O:4][C:5]([C:7]1[C:8]([O:14][CH2:15][CH:16]2[CH2:23][CH2:22][C:19]3([CH2:21][CH2:20]3)[CH2:18][CH2:17]2)=[N:9][C:10]([C:28]#[N:29])=[N:11][CH:12]=1)=[O:6])[CH:2]=[CH2:3]. (2) Given the reactants [Br:1][C:2]1[CH:3]=[C:4]2[C:9](=[CH:10][CH:11]=1)[N:8]=[CH:7][C:6]([C:12](=[O:14])[CH3:13])=[C:5]2Cl.[CH3:16][N:17]([CH3:27])[CH2:18][CH2:19][C:20]1[CH:21]=[C:22]([CH:24]=[CH:25][CH:26]=1)[NH2:23], predict the reaction product. The product is: [Br:1][C:2]1[CH:3]=[C:4]2[C:9](=[CH:10][CH:11]=1)[N:8]=[CH:7][C:6]([C:12](=[O:14])[CH3:13])=[C:5]2[NH:23][C:22]1[CH:24]=[CH:25][CH:26]=[C:20]([CH2:19][CH2:18][N:17]([CH3:16])[CH3:27])[CH:21]=1. (3) Given the reactants [CH:1]([C:3]1[CH:4]=[C:5]([CH:10]=[CH:11][CH:12]=1)[C:6]([O:8][CH3:9])=[O:7])=O.C(=O)([O-])[O-].[K+].[K+].[C:19]([CH2:21]P(=O)(OCC)OCC)#[N:20].O, predict the reaction product. The product is: [C:19](/[CH:21]=[CH:1]/[C:3]1[CH:4]=[C:5]([CH:10]=[CH:11][CH:12]=1)[C:6]([O:8][CH3:9])=[O:7])#[N:20]. (4) Given the reactants [C:1]([O:5][C:6]([NH:8][C@@H:9]([CH2:25][CH3:26])[C:10]([N:12]1[C:20]2[C:15](=[CH:16][CH:17]=[CH:18][CH:19]=2)[CH2:14][C@H:13]1[C:21](OC)=[O:22])=[O:11])=[O:7])([CH3:4])([CH3:3])[CH3:2].[OH:27][CH2:28][CH2:29][CH2:30][NH2:31], predict the reaction product. The product is: [OH:27][CH2:28][CH2:29][CH2:30][NH:31][C:21]([C@@H:13]1[CH2:14][C:15]2[C:20](=[CH:19][CH:18]=[CH:17][CH:16]=2)[N:12]1[C:10](=[O:11])[C@@H:9]([NH:8][C:6]([O:5][C:1]([CH3:2])([CH3:4])[CH3:3])=[O:7])[CH2:25][CH3:26])=[O:22]. (5) Given the reactants [C:1]([O:4][CH2:5][C:6]1[C:11]([CH3:12])=[CH:10][C:9]([CH3:13])=[C:8]([N+:14]([O-])=O)[C:7]=1[CH3:17])(=[O:3])[CH3:2].[Cl-].[NH4+], predict the reaction product. The product is: [C:1]([O:4][CH2:5][C:6]1[C:7]([CH3:17])=[C:8]([C:9]([CH3:13])=[CH:10][C:11]=1[CH3:12])[NH2:14])(=[O:3])[CH3:2]. (6) Given the reactants [C:1]([O:5][C:6]([N:8]([CH3:13])[CH2:9][C:10]([OH:12])=O)=[O:7])([CH3:4])([CH3:3])[CH3:2].C(Cl)CCl.C1C=CC2N(O)N=NC=2C=1.[N:28]1([CH2:34][CH2:35][O:36][C:37]2[N:42]=[CH:41][C:40]3[NH:43]/[C:44](=[N:52]\[C:53](=[O:60])[C:54]4[CH:59]=[CH:58][CH:57]=[CH:56][CH:55]=4)/[N:45]([CH:46]4[CH2:51][CH2:50][NH:49][CH2:48][CH2:47]4)[C:39]=3[CH:38]=2)[CH2:33][CH2:32][CH2:31][CH2:30][CH2:29]1.CCN(C(C)C)C(C)C, predict the reaction product. The product is: [C:53](/[N:52]=[C:44]1/[N:45]([CH:46]2[CH2:47][CH2:48][N:49]([C:10](=[O:12])[CH2:9][N:8]([CH3:13])[C:6](=[O:7])[O:5][C:1]([CH3:2])([CH3:3])[CH3:4])[CH2:50][CH2:51]2)[C:39]2[CH:38]=[C:37]([O:36][CH2:35][CH2:34][N:28]3[CH2:33][CH2:32][CH2:31][CH2:30][CH2:29]3)[N:42]=[CH:41][C:40]=2[NH:43]/1)(=[O:60])[C:54]1[CH:55]=[CH:56][CH:57]=[CH:58][CH:59]=1. (7) Given the reactants CC(C)([O-])C.[K+].[CH2:7]([O:14][C:15]1[C:24](=[O:25])[C:23]2[C:18](=[CH:19][C:20]([O:27][CH2:28][C:29]3[CH:34]=[CH:33][CH:32]=[CH:31][CH:30]=3)=[CH:21][C:22]=2[OH:26])[O:17][C:16]=1[C:35]1[CH:40]=[CH:39][C:38]([OH:41])=[CH:37][CH:36]=1)[C:8]1[CH:13]=[CH:12][CH:11]=[CH:10][CH:9]=1.ClC1C=CC(S(O[CH2:53][P:54]([O:59][CH2:60][CH3:61])([O:56][CH2:57][CH3:58])=[O:55])(=O)=O)=CC=1, predict the reaction product. The product is: [CH2:7]([O:14][C:15]1[C:24](=[O:25])[C:23]2[C:18](=[CH:19][C:20]([O:27][CH2:28][C:29]3[CH:34]=[CH:33][CH:32]=[CH:31][CH:30]=3)=[CH:21][C:22]=2[OH:26])[O:17][C:16]=1[C:35]1[CH:36]=[CH:37][C:38]([O:41][CH2:53][P:54](=[O:55])([O:59][CH2:60][CH3:61])[O:56][CH2:57][CH3:58])=[CH:39][CH:40]=1)[C:8]1[CH:9]=[CH:10][CH:11]=[CH:12][CH:13]=1.